Task: Predict the reaction yield, written as a fraction of the theoretical maximum amount of product (1.0 means a 100% yield; for example, 0.34 means a 34% yield).. Dataset: Reaction yield outcomes from USPTO patents with 853,638 reactions (1) The reactants are [CH3:1][C:2]([OH:21])([CH2:4][CH2:5][NH:6][C:7]1[CH:12]=[N:11][C:10]([C:13]#[C:14][C:15]2[CH:20]=[CH:19][CH:18]=[CH:17][CH:16]=2)=[CH:9][N:8]=1)[CH3:3].C(N(CC)CC)C.Cl[C:30](Cl)([O:32]C(=O)OC(Cl)(Cl)Cl)Cl. The catalyst is C1COCC1. The product is [CH3:3][C:2]1([CH3:1])[O:21][C:30](=[O:32])[N:6]([C:7]2[CH:12]=[N:11][C:10]([C:13]#[C:14][C:15]3[CH:16]=[CH:17][CH:18]=[CH:19][CH:20]=3)=[CH:9][N:8]=2)[CH2:5][CH2:4]1. The yield is 0.720. (2) The reactants are [CH3:1][C:2]1([CH3:32])[O:6][C@H:5]2[C@H:7]([N:12]3[CH:20]=[N:19][C:18]4[C:13]3=[N:14][CH:15]=[N:16][C:17]=4[C:21]3[CH:26]=[CH:25][CH:24]=[C:23]([N:27]4[CH:31]=[CH:30][CH:29]=[N:28]4)[CH:22]=3)[O:8][C@H:9]([CH2:10][OH:11])[C@H:4]2[O:3]1.Cl[S:34]([NH2:37])(=[O:36])=[O:35]. No catalyst specified. The product is [S:34](=[O:36])(=[O:35])([O:11][CH2:10][C@@H:9]1[C@@H:4]2[C@@H:5]([O:6][C:2]([CH3:32])([CH3:1])[O:3]2)[C@H:7]([N:12]2[CH:20]=[N:19][C:18]3[C:13]2=[N:14][CH:15]=[N:16][C:17]=3[C:21]2[CH:26]=[CH:25][CH:24]=[C:23]([N:27]3[CH:31]=[CH:30][CH:29]=[N:28]3)[CH:22]=2)[O:8]1)[NH2:37]. The yield is 0.880. (3) The reactants are [N+:1]([C:4]1[CH:5]=[C:6]2[C:10](=[CH:11][CH:12]=1)[NH:9][CH:8]=[C:7]2[C:13]1[CH2:22][CH2:21][C:16]2(OCC[O:17]2)[CH2:15][CH:14]=1)([O-:3])=[O:2].Cl. The catalyst is CC(C)=O. The product is [N+:1]([C:4]1[CH:5]=[C:6]2[C:10](=[CH:11][CH:12]=1)[NH:9][CH:8]=[C:7]2[C:13]1[CH2:22][CH2:21][C:16](=[O:17])[CH2:15][CH:14]=1)([O-:3])=[O:2]. The yield is 0.880. (4) The reactants are [C:1]([O:5][C:6]([N:8]1[C:13]([CH3:14])=[CH:12][CH2:11][CH2:10][CH:9]1[CH:15]1[CH2:19][CH2:18][CH2:17][CH2:16]1)=[O:7])([CH3:4])([CH3:3])[CH3:2].C([BH3-])#N.[Na+].C(O)(C(F)(F)F)=O.CCOC(C)=O. The catalyst is C(Cl)Cl. The product is [C:6]([N:8]1[C@@H:9]([CH:15]2[CH2:19][CH2:18][CH2:17][CH2:16]2)[CH2:10][CH2:11][CH2:12][C@@H:13]1[CH3:14])([O:5][C:1]([CH3:4])([CH3:3])[CH3:2])=[O:7]. The yield is 0.730. (5) The yield is 0.516. The catalyst is C1C=CC=CC=1. The product is [Br:1][C:2]1[C:12]2[C:13]3[C:5]([CH:6]=[CH:7][C:8]=3[CH:9]=[CH:10][CH:11]=2)=[CH:4][CH:3]=1. The reactants are [Br:1][C:2]1[C:12]2[C:13]3[C:5]([CH2:6][CH2:7][C:8]=3[CH:9]=[CH:10][CH:11]=2)=[CH:4][CH:3]=1.ClC1C(=O)C(C#N)=C(C#N)C(=O)C=1Cl. (6) The reactants are [CH3:1][O:2][C:3]1[CH:4]=[C:5]2[C:10](=[CH:11][C:12]=1[O:13][CH3:14])[N:9]=[CH:8][N:7]=[C:6]2[O:15][C:16]1[CH:17]=[C:18]([CH:20]=[CH:21][CH:22]=1)[NH2:19].[C:23]([C:27]1[CH:31]=[C:30]([NH:32][C:33](=O)[O:34]C2C=CC=CC=2)[N:29]([C:42]2[CH:43]=[N:44][C:45]([CH3:48])=[CH:46][CH:47]=2)[N:28]=1)([CH3:26])([CH3:25])[CH3:24]. The catalyst is C1COCC1.CN(C1C=CN=CC=1)C. The product is [C:23]([C:27]1[CH:31]=[C:30]([NH:32][C:33]([NH:19][C:18]2[CH:20]=[CH:21][CH:22]=[C:16]([O:15][C:6]3[C:5]4[C:10](=[CH:11][C:12]([O:13][CH3:14])=[C:3]([O:2][CH3:1])[CH:4]=4)[N:9]=[CH:8][N:7]=3)[CH:17]=2)=[O:34])[N:29]([C:42]2[CH:43]=[N:44][C:45]([CH3:48])=[CH:46][CH:47]=2)[N:28]=1)([CH3:26])([CH3:25])[CH3:24]. The yield is 0.600. (7) The reactants are [CH3:1][N:2]([CH2:13][C:14]1[N:18]([CH2:19][C@@H:20]2[CH2:25][CH2:24][CH2:23][NH:22][CH2:21]2)[C:17]2[CH:26]=[CH:27][CH:28]=[CH:29][C:16]=2[N:15]=1)[C@H:3]1[C:12]2[N:11]=[CH:10][CH:9]=[CH:8][C:7]=2[CH2:6][CH2:5][CH2:4]1.CN(CC1N(CCCN/[C:52](/[NH:61][C:62](=[O:68])[O:63][C:64]([CH3:67])([CH3:66])[CH3:65])=[N:53]\[C:54](=[O:60])[O:55][C:56]([CH3:59])([CH3:58])[CH3:57])C2C=CC=CC=2N=1)C1C2N=CC=CC=2CCC1. No catalyst specified. The product is [CH3:1][N:2]([CH2:13][C:14]1[N:18]([CH2:19][C@@H:20]2[CH2:25][CH2:24][CH2:23][N:22](/[C:52](/[NH:61][C:62](=[O:68])[O:63][C:64]([CH3:67])([CH3:66])[CH3:65])=[N:53]/[C:54](=[O:60])[O:55][C:56]([CH3:59])([CH3:58])[CH3:57])[CH2:21]2)[C:17]2[CH:26]=[CH:27][CH:28]=[CH:29][C:16]=2[N:15]=1)[C@H:3]1[C:12]2[N:11]=[CH:10][CH:9]=[CH:8][C:7]=2[CH2:6][CH2:5][CH2:4]1. The yield is 0.710. (8) The reactants are C(OC([N:11]1[CH:16]2[CH2:17][N:18]([C:20]([C:22]3[CH:23]=[N:24][C:25]([NH:28][C:29]4[N:30]=[CH:31][C:32]5[CH:37]=[C:36]([C:38](=[O:42])[N:39]([CH3:41])[CH3:40])[N:35]([CH:43]6[CH2:47][CH2:46][CH2:45][CH2:44]6)[C:33]=5[N:34]=4)=[CH:26][CH:27]=3)=[O:21])[CH2:19][CH:12]1[CH2:13][O:14][CH2:15]2)=O)C1C=CC=CC=1.C(CC(OC)=O)C.C1COCC1.[H][H]. The catalyst is [Pd].CO. The product is [CH3:40][N:39]([CH3:41])[C:38]([C:36]1[N:35]([CH:43]2[CH2:47][CH2:46][CH2:45][CH2:44]2)[C:33]2[N:34]=[C:29]([NH:28][C:25]3[CH:26]=[CH:27][C:22]([C:20]([N:18]4[CH2:17][CH:16]5[NH:11][CH:12]([CH2:13][O:14][CH2:15]5)[CH2:19]4)=[O:21])=[CH:23][N:24]=3)[N:30]=[CH:31][C:32]=2[CH:37]=1)=[O:42]. The yield is 0.930. (9) The reactants are [F:1][C:2]([F:18])([F:17])[C:3]1[CH:4]=[C:5]([CH:14]=[CH:15][CH:16]=1)[CH2:6][CH:7]1[S:11][C:10]([NH2:12])=[N:9][C:8]1=[O:13].C(N(CC)CC)C.[C:26](Cl)(=[O:33])[C:27]1[CH:32]=[CH:31][CH:30]=[CH:29][CH:28]=1.C([O-])(O)=O.[Na+]. The catalyst is C(Cl)Cl.O. The product is [F:18][C:2]([F:1])([F:17])[C:3]1[CH:4]=[C:5]([CH:14]=[CH:15][CH:16]=1)[CH2:6][CH:7]1[S:11][C:10](=[N:12][C:26](=[O:33])[C:27]2[CH:32]=[CH:31][CH:30]=[CH:29][CH:28]=2)[NH:9][C:8]1=[O:13]. The yield is 0.280.